This data is from Forward reaction prediction with 1.9M reactions from USPTO patents (1976-2016). The task is: Predict the product of the given reaction. (1) Given the reactants [C:1]([O:5][C:6]([NH:8][C:9]1[CH:13]=[C:12]([Cl:14])[NH:11][C:10]=1[C:15]([O:17][CH2:18][CH3:19])=[O:16])=[O:7])([CH3:4])([CH3:3])[CH3:2].[CH:20](O)([CH3:22])[CH3:21].[C:24]([NH:27][C:28]1[S:29][C:30](C2C=CC(B(O)O)=CC=2)=[CH:31][N:32]=1)(=[O:26])[CH3:25].C(N([CH2:47][CH3:48])CC)C.[CH2:49](Cl)Cl, predict the reaction product. The product is: [C:24]([NH:27][C:28]1[S:29][CH:30]=[C:31]([C:20]2[CH:22]=[CH:48][C:47]([N:11]3[C:12]([Cl:14])=[CH:13][C:9]([NH:8][C:6]([O:5][C:1]([CH3:4])([CH3:3])[CH3:2])=[O:7])=[C:10]3[C:15]([O:17][CH2:18][CH3:19])=[O:16])=[CH:49][CH:21]=2)[N:32]=1)(=[O:26])[CH3:25]. (2) Given the reactants [CH2:1]([O:3][C:4]([C:6]1[CH:11]=[CH:10][C:9]([N:12]2[CH2:17][CH2:16][N:15]([C:18]([O:20]C3C=CC=CC=3)=O)[CH2:14][CH2:13]2)=[CH:8][CH:7]=1)=[O:5])[CH3:2].O.[NH2:28][NH2:29].O, predict the reaction product. The product is: [NH:28]([C:18]([N:15]1[CH2:16][CH2:17][N:12]([C:9]2[CH:10]=[CH:11][C:6]([C:4]([O:3][CH2:1][CH3:2])=[O:5])=[CH:7][CH:8]=2)[CH2:13][CH2:14]1)=[O:20])[NH2:29]. (3) Given the reactants Cl[C:2]1[N:10]=[C:9]([F:11])[N:8]=[C:7]2[C:3]=1[NH:4][CH:5]=[N:6]2.[CH3:12][O:13][C:14]1[CH:15]=[C:16]2[C:21](=[CH:22][CH:23]=1)[NH:20][CH2:19][CH2:18][CH2:17]2, predict the reaction product. The product is: [F:11][C:9]1[N:8]=[C:7]2[C:3]([NH:4][CH:5]=[N:6]2)=[C:2]([N:20]2[C:21]3[C:16](=[CH:15][C:14]([O:13][CH3:12])=[CH:23][CH:22]=3)[CH2:17][CH2:18][CH2:19]2)[N:10]=1.